This data is from Full USPTO retrosynthesis dataset with 1.9M reactions from patents (1976-2016). The task is: Predict the reactants needed to synthesize the given product. The reactants are: [CH2:1]([O:3][C:4]1[CH:5]=[C:6]([CH:9]=[CH:10][C:11]=1[OH:12])[CH:7]=O)[CH3:2].I[CH2:14][CH2:15][CH2:16][CH2:17][CH2:18][CH3:19].[CH:20]1([NH:26][OH:27])[CH2:25][CH2:24][CH2:23][CH2:22][CH2:21]1. Given the product [CH2:1]([O:3][C:4]1[CH:5]=[C:6]([CH:7]=[N+:26]([CH:20]2[CH2:25][CH2:24][CH2:23][CH2:22][CH2:21]2)[O-:27])[CH:9]=[CH:10][C:11]=1[O:12][CH2:14][CH2:15][CH2:16][CH2:17][CH2:18][CH3:19])[CH3:2], predict the reactants needed to synthesize it.